Dataset: Peptide-MHC class II binding affinity with 134,281 pairs from IEDB. Task: Regression. Given a peptide amino acid sequence and an MHC pseudo amino acid sequence, predict their binding affinity value. This is MHC class II binding data. (1) The MHC is DRB1_0101 with pseudo-sequence DRB1_0101. The peptide sequence is FVLKDFIRRQVPDIP. The binding affinity (normalized) is 0.267. (2) The peptide sequence is KFGVAKKANVYAVKV. The MHC is HLA-DPA10201-DPB11401 with pseudo-sequence HLA-DPA10201-DPB11401. The binding affinity (normalized) is 0.